From a dataset of Forward reaction prediction with 1.9M reactions from USPTO patents (1976-2016). Predict the product of the given reaction. (1) Given the reactants [BH4-].[Na+].[CH3:3][C:4]([N+:21]([O-])=O)([CH3:20])[CH2:5][C:6]1[CH:19]=[CH:18][C:9]([O:10][C:11]2[CH:16]=[CH:15][C:14]([OH:17])=[CH:13][CH:12]=2)=[CH:8][CH:7]=1.[BH4-].[Na+], predict the reaction product. The product is: [CH3:20][C:4]([NH2:21])([CH3:3])[CH2:5][C:6]1[CH:7]=[CH:8][C:9]([O:10][C:11]2[CH:16]=[CH:15][C:14]([OH:17])=[CH:13][CH:12]=2)=[CH:18][CH:19]=1. (2) Given the reactants ClC1[CH:3]=[CH:4][C:5]2[N:6]([CH:8]=[CH:9][N:10]=2)[N:7]=1.[CH2:11]([N:16]1[CH:21]=[CH:20][C:19](B(O)O)=[CH:18][C:17]1=[O:25])[CH2:12][CH:13]([CH3:15])[CH3:14].[C:26](=O)([O-])[O-].[K+].[K+], predict the reaction product. The product is: [CH2:11]([N:16]1[CH:21]=[CH:20][C:19]([C:9]2[CH:8]=[CH:26][N:6]3[N:7]=[CH:3][CH:4]=[C:5]3[N:10]=2)=[CH:18][C:17]1=[O:25])[CH2:12][CH:13]([CH3:15])[CH3:14].